From a dataset of Catalyst prediction with 721,799 reactions and 888 catalyst types from USPTO. Predict which catalyst facilitates the given reaction. (1) Reactant: [C:1]([O:5][C:6](=[O:27])[N:7]([CH2:20][C:21]1[CH:26]=[CH:25][CH:24]=[CH:23][CH:22]=1)[CH2:8][C:9]1[CH:14]=[CH:13][C:12]([N+:15]([O-])=O)=[C:11]([O:18][CH3:19])[CH:10]=1)([CH3:4])([CH3:3])[CH3:2].[NH4+].[Cl-]. Product: [C:1]([O:5][C:6](=[O:27])[N:7]([CH2:8][C:9]1[CH:14]=[CH:13][C:12]([NH2:15])=[C:11]([O:18][CH3:19])[CH:10]=1)[CH2:20][C:21]1[CH:26]=[CH:25][CH:24]=[CH:23][CH:22]=1)([CH3:4])([CH3:3])[CH3:2]. The catalyst class is: 284. (2) Product: [F:19][C:20]1[C:28]([C:29]([F:30])([F:31])[F:32])=[CH:27][CH:26]=[CH:25][C:21]=1[C:22]([NH:1][C:2]1[CH:3]=[CH:4][C:5]([O:8][C:9](=[O:18])[N:10]([CH3:17])[C:11]2[CH:16]=[CH:15][CH:14]=[CH:13][CH:12]=2)=[N:6][CH:7]=1)=[O:23]. Reactant: [NH2:1][C:2]1[CH:3]=[CH:4][C:5]([O:8][C:9](=[O:18])[N:10]([CH3:17])[C:11]2[CH:16]=[CH:15][CH:14]=[CH:13][CH:12]=2)=[N:6][CH:7]=1.[F:19][C:20]1[C:28]([C:29]([F:32])([F:31])[F:30])=[CH:27][CH:26]=[CH:25][C:21]=1[C:22](Cl)=[O:23].C(N(CC)CC)C.ClCCl. The catalyst class is: 10. (3) Reactant: [NH2:1][C:2]1[C:3]([C:7]2[N:8]([CH2:30][CH3:31])[C:9]3[CH:14]=[C:13]([O:15][CH2:16][CH2:17][CH2:18][CH2:19][NH:20][C:21](=[O:27])[O:22][C:23]([CH3:26])([CH3:25])[CH3:24])[N:12]=[C:11](Cl)[C:10]=3[N:29]=2)=[N:4][O:5][N:6]=1.[OH:32][C:33]([CH3:37])([C:35]#[CH:36])[CH3:34].C(N(CC)CC)C. Product: [NH2:1][C:2]1[C:3]([C:7]2[N:8]([CH2:30][CH3:31])[C:9]3[CH:14]=[C:13]([O:15][CH2:16][CH2:17][CH2:18][CH2:19][NH:20][C:21](=[O:27])[O:22][C:23]([CH3:26])([CH3:25])[CH3:24])[N:12]=[C:11]([C:36]#[C:35][C:33]([OH:32])([CH3:37])[CH3:34])[C:10]=3[N:29]=2)=[N:4][O:5][N:6]=1. The catalyst class is: 122. (4) Reactant: Cl[C:2]1[C:11]2=[N:12][N:13](CC3C=CC(OC)=CC=3)[CH:14]=[C:10]2[C:9]2[CH:8]=[C:7]([O:24][CH3:25])[CH:6]=[CH:5][C:4]=2[N:3]=1.[O:26]1[CH2:31][CH2:30][O:29][C:28]2[CH:32]=[C:33]([NH2:36])[CH:34]=[CH:35][C:27]1=2.Cl. Product: [O:26]1[C:27]2[CH:35]=[CH:34][C:33]([NH:36][C:2]3[C:11]4=[N:12][NH:13][CH:14]=[C:10]4[C:9]4[CH:8]=[C:7]([O:24][CH3:25])[CH:6]=[CH:5][C:4]=4[N:3]=3)=[CH:32][C:28]=2[O:29][CH2:30][CH2:31]1. The catalyst class is: 71. (5) Reactant: [C:1]([NH:4][CH2:5][CH2:6][C:7]1[CH:12]=[CH:11][C:10]([S:13](Cl)(=[O:15])=[O:14])=[CH:9][CH:8]=1)(=[O:3])[CH3:2].[CH:17]([C:20]1[S:24][C:23]([NH2:25])=[N:22][N:21]=1)([CH3:19])[CH3:18]. Product: [CH:17]([C:20]1[S:24][C:23]([NH:25][S:13]([C:10]2[CH:11]=[CH:12][C:7]([CH2:6][CH2:5][NH:4][C:1](=[O:3])[CH3:2])=[CH:8][CH:9]=2)(=[O:15])=[O:14])=[N:22][N:21]=1)([CH3:19])[CH3:18]. The catalyst class is: 341. (6) Reactant: [Cl:1][C:2]1[CH:3]=[C:4]([NH:9][C:10]([NH:12][C:13](=[O:15])[CH3:14])=[S:11])[CH:5]=[C:6]([Cl:8])[CH:7]=1.I[CH2:17]I.C(N(CC)CC)C. Product: [Cl:1][C:2]1[CH:3]=[C:4](/[N:9]=[C:10]2\[S:11][CH2:17][N:12]\2[C:13](=[O:15])[CH3:14])[CH:5]=[C:6]([Cl:8])[CH:7]=1. The catalyst class is: 21. (7) Reactant: C([O:8][C:9]1[C:13]([O:14]CC2C=CC=CC=2)=[C:12]([C:22]2[N:23]=[N:24][NH:25][N:26]=2)[N:11]([C:27]2[CH:32]=[CH:31][C:30]([O:33][CH3:34])=[CH:29][CH:28]=2)[C:10]=1[C:35]([O:37][CH2:38][CH3:39])=[O:36])C1C=CC=CC=1. Product: [OH:8][C:9]1[C:13]([OH:14])=[C:12]([C:22]2[N:23]=[N:24][NH:25][N:26]=2)[N:11]([C:27]2[CH:28]=[CH:29][C:30]([O:33][CH3:34])=[CH:31][CH:32]=2)[C:10]=1[C:35]([O:37][CH2:38][CH3:39])=[O:36]. The catalyst class is: 19. (8) Reactant: O[CH:2]1[O:6][C:5](=O)[CH:4]=[C:3]1[C:8]1[CH:13]=[CH:12][C:11]([O:14][CH3:15])=[CH:10][CH:9]=1.O.[NH2:17][NH2:18]. Product: [CH3:15][O:14][C:11]1[CH:12]=[CH:13][C:8]([C:3]2[CH:2]=[N:18][NH:17][C:5](=[O:6])[CH:4]=2)=[CH:9][CH:10]=1. The catalyst class is: 8.